From a dataset of Full USPTO retrosynthesis dataset with 1.9M reactions from patents (1976-2016). Predict the reactants needed to synthesize the given product. (1) Given the product [Br:10][C:7]1[CH:6]=[C:5]2[C:4](=[CH:9][CH:8]=1)[C:3](=[O:13])[N:15]([C:16]1([CH3:24])[CH2:21][CH2:20][C:19](=[O:22])[NH:18][C:17]1=[O:23])[CH2:11]2, predict the reactants needed to synthesize it. The reactants are: CO[C:3](=[O:13])[C:4]1[CH:9]=[CH:8][C:7]([Br:10])=[CH:6][C:5]=1[CH2:11]Br.Br.[NH2:15][C:16]1([CH3:24])[CH2:21][CH2:20][C:19](=[O:22])[NH:18][C:17]1=[O:23].C(N(CC)CC)C. (2) Given the product [Cl:8][CH:9]([Cl:13])[C:14]1[N:7]=[C:6]([N:1]2[CH2:5][CH2:4][CH2:3][CH2:2]2)[N:16]([CH3:17])[N:15]=1, predict the reactants needed to synthesize it. The reactants are: [N:1]1([C:6]#[N:7])[CH2:5][CH2:4][CH2:3][CH2:2]1.[Cl:8][CH:9]([Cl:13])C(Cl)=O.[CH3:14][NH:15][NH2:16].[CH2:17](Cl)Cl.